This data is from NCI-60 drug combinations with 297,098 pairs across 59 cell lines. The task is: Regression. Given two drug SMILES strings and cell line genomic features, predict the synergy score measuring deviation from expected non-interaction effect. (1) Drug 1: C1C(C(OC1N2C=NC(=NC2=O)N)CO)O. Drug 2: N.N.Cl[Pt+2]Cl. Cell line: U251. Synergy scores: CSS=50.9, Synergy_ZIP=4.91, Synergy_Bliss=7.60, Synergy_Loewe=5.95, Synergy_HSA=7.38. (2) Drug 1: CC1=C(N=C(N=C1N)C(CC(=O)N)NCC(C(=O)N)N)C(=O)NC(C(C2=CN=CN2)OC3C(C(C(C(O3)CO)O)O)OC4C(C(C(C(O4)CO)O)OC(=O)N)O)C(=O)NC(C)C(C(C)C(=O)NC(C(C)O)C(=O)NCCC5=NC(=CS5)C6=NC(=CS6)C(=O)NCCC[S+](C)C)O. Synergy scores: CSS=44.9, Synergy_ZIP=-5.75, Synergy_Bliss=-5.58, Synergy_Loewe=-2.81, Synergy_HSA=-1.91. Cell line: PC-3. Drug 2: CC1C(C(CC(O1)OC2CC(CC3=C2C(=C4C(=C3O)C(=O)C5=C(C4=O)C(=CC=C5)OC)O)(C(=O)CO)O)N)O.Cl.